Dataset: Full USPTO retrosynthesis dataset with 1.9M reactions from patents (1976-2016). Task: Predict the reactants needed to synthesize the given product. Given the product [F:29][C:30]([F:43])([F:42])[S:31]([O:16][C:13]1[CH:14]=[CH:15][C:10]([C:3]2[CH:4]=[C:5]([O:8][CH3:9])[CH:6]=[CH:7][C:2]=2[F:1])=[C:11]([CH2:17][C:18]([CH3:21])([CH3:20])[CH3:19])[CH:12]=1)(=[O:33])=[O:32], predict the reactants needed to synthesize it. The reactants are: [F:1][C:2]1[CH:7]=[CH:6][C:5]([O:8][CH3:9])=[CH:4][C:3]=1[C:10]1[CH:15]=[CH:14][C:13]([OH:16])=[CH:12][C:11]=1[CH2:17][C:18]([CH3:21])([CH3:20])[CH3:19].C(N(CC)CC)C.[F:29][C:30]([F:43])([F:42])[S:31](O[S:31]([C:30]([F:43])([F:42])[F:29])(=[O:33])=[O:32])(=[O:33])=[O:32].[Cl-].[NH4+].